Dataset: Reaction yield outcomes from USPTO patents with 853,638 reactions. Task: Predict the reaction yield, written as a fraction of the theoretical maximum amount of product (1.0 means a 100% yield; for example, 0.34 means a 34% yield). (1) The catalyst is CCOC(C)=O.CN(C=O)C. The reactants are Cl.Cl.[F:3][CH2:4][CH2:5][O:6][C:7]1[CH:8]=[C:9]([N:14]2[CH2:19][CH2:18][NH:17][C@@H:16]([CH3:20])[CH2:15]2)[CH:10]=[CH:11][C:12]=1[Cl:13].[NH:21]1[CH:25]=[CH:24][N:23]=[C:22]1[C:26]1[C:34]2[C:29](=[N:30][CH:31]=[CH:32][CH:33]=2)[N:28]([CH2:35][C:36](O)=[O:37])[N:27]=1.CN(C(ON1N=NC2C=CC=CC1=2)=[N+](C)C)C.F[P-](F)(F)(F)(F)F.CCN(C(C)C)C(C)C. The product is [NH:21]1[CH:25]=[CH:24][N:23]=[C:22]1[C:26]1[C:34]2[C:29](=[N:30][CH:31]=[CH:32][CH:33]=2)[N:28]([CH2:35][C:36]([N:17]2[CH2:18][CH2:19][N:14]([C:9]3[CH:10]=[CH:11][C:12]([Cl:13])=[C:7]([O:6][CH2:5][CH2:4][F:3])[CH:8]=3)[CH2:15][C@@H:16]2[CH3:20])=[O:37])[N:27]=1. The yield is 0.130. (2) The reactants are Cl[C:2]1[C:7]([N+:8]([O-:10])=[O:9])=[CH:6][CH:5]=[CH:4][N:3]=1.CN(C)C=O.[C:16]([O:20][C:21]([N:23]1[CH2:28][CH2:27][CH:26]([NH2:29])[CH2:25][CH2:24]1)=[O:22])([CH3:19])([CH3:18])[CH3:17].C(=O)([O-])[O-].[Na+].[Na+]. The catalyst is O. The product is [N+:8]([C:7]1[C:2]([NH:29][CH:26]2[CH2:25][CH2:24][N:23]([C:21]([O:20][C:16]([CH3:19])([CH3:18])[CH3:17])=[O:22])[CH2:28][CH2:27]2)=[N:3][CH:4]=[CH:5][CH:6]=1)([O-:10])=[O:9]. The yield is 0.794. (3) The reactants are [N:1]1[CH:6]=[CH:5][C:4]([CH2:7][NH:8][C:9]([C:11]2[S:19][C:18]3[N:13]([C:14](=[O:22])[NH:15][C:16](=[O:21])[C:17]=3[CH3:20])[CH:12]=2)=[O:10])=[CH:3][CH:2]=1.[Cl:23][C:24]1[CH:31]=[CH:30][C:27]([CH2:28]Br)=[CH:26][CH:25]=1. No catalyst specified. The product is [ClH:23].[N:1]1[CH:6]=[CH:5][C:4]([CH2:7][NH:8][C:9]([C:11]2[S:19][C:18]3[N:13]([C:14](=[O:22])[N:15]([CH2:28][C:27]4[CH:30]=[CH:31][C:24]([Cl:23])=[CH:25][CH:26]=4)[C:16](=[O:21])[C:17]=3[CH3:20])[CH:12]=2)=[O:10])=[CH:3][CH:2]=1. The yield is 0.650. (4) The reactants are Br[C:2]1[CH:3]=[N:4][CH:5]=[C:6]([Br:8])[CH:7]=1.[CH2:9]([OH:12])[CH2:10][CH3:11]. No catalyst specified. The product is [Br:8][C:6]1[CH:5]=[N:4][CH:3]=[C:2]([O:12][CH2:9][CH2:10][CH3:11])[CH:7]=1. The yield is 0.250. (5) The reactants are [Cl-].O[NH3+:3].[C:4](=[O:7])([O-])[OH:5].[Na+].CS(C)=O.[CH3:13][CH:14]([N:16]1[C:21](=[O:22])[C:20]([CH2:23][C:24]2[CH:29]=[CH:28][C:27]([C:30]3[C:31]([C:36]#[N:37])=[CH:32][CH:33]=[CH:34][CH:35]=3)=[CH:26][CH:25]=2)=[C:19]([CH2:38][CH2:39][CH3:40])[N:18]2[N:41]=[CH:42][N:43]=[C:17]12)[CH3:15]. The catalyst is C(OCC)(=O)C. The product is [CH3:13][CH:14]([N:16]1[C:21](=[O:22])[C:20]([CH2:23][C:24]2[CH:25]=[CH:26][C:27]([C:30]3[CH:35]=[CH:34][CH:33]=[CH:32][C:31]=3[C:36]3[NH:3][C:4](=[O:7])[O:5][N:37]=3)=[CH:28][CH:29]=2)=[C:19]([CH2:38][CH2:39][CH3:40])[N:18]2[N:41]=[CH:42][N:43]=[C:17]12)[CH3:15]. The yield is 0.350. (6) The reactants are [CH2:1]([N:8]1[CH2:12][CH2:11][N:10]([C:13]2[S:14][C:15]([C:19]([OH:21])=O)=[C:16]([CH3:18])[N:17]=2)[C:9]1=[O:22])[C:2]1[CH:7]=[CH:6]C=CC=1.C1(CN2CCN(C3SC(C(O)=O)=C(C)N=3)C2=O)CC1.[NH2:42][CH2:43][C:44]1[CH:49]=[N:48][C:47]([CH3:50])=[CH:46][N:45]=1. No catalyst specified. The product is [CH:2]1([CH2:1][N:8]2[CH2:12][CH2:11][N:10]([C:13]3[S:14][C:15]([C:19]([NH:42][CH2:43][C:44]4[CH:49]=[N:48][C:47]([CH3:50])=[CH:46][N:45]=4)=[O:21])=[C:16]([CH3:18])[N:17]=3)[C:9]2=[O:22])[CH2:7][CH2:6]1. The yield is 0.430.